This data is from Reaction yield outcomes from USPTO patents with 853,638 reactions. The task is: Predict the reaction yield, written as a fraction of the theoretical maximum amount of product (1.0 means a 100% yield; for example, 0.34 means a 34% yield). (1) The reactants are [H-].[Na+].[CH2:3]([O:5][C:6]([C:8]1[NH:9][C:10]2[C:15]([CH:16]=1)=[CH:14][C:13]([Cl:17])=[CH:12][CH:11]=2)=[O:7])[CH3:4].Br[CH2:19][C:20]1[CH:25]=[C:24]([C:26]([CH3:29])([CH3:28])[CH3:27])[CH:23]=[CH:22][C:21]=1[O:30][CH3:31]. The catalyst is CN(C)C=O.O. The product is [CH2:3]([O:5][C:6]([C:8]1[N:9]([CH2:19][C:20]2[CH:25]=[C:24]([C:26]([CH3:27])([CH3:29])[CH3:28])[CH:23]=[CH:22][C:21]=2[O:30][CH3:31])[C:10]2[C:15]([CH:16]=1)=[CH:14][C:13]([Cl:17])=[CH:12][CH:11]=2)=[O:7])[CH3:4]. The yield is 0.940. (2) The product is [C:21]([N:18]1[CH2:19][CH2:20][C:15]2[N:14]([CH:24]3[CH2:25][CH2:26][O:27][CH2:28][CH2:29]3)[N:13]=[C:12]([N:8]3[C:9]4[C:4](=[CH:3][C:2]([C:36]5[CH:37]=[CH:38][C:33]([C:32]([NH:31][CH3:30])=[O:48])=[N:34][CH:35]=5)=[CH:11][CH:10]=4)[CH2:5][CH2:6][CH2:7]3)[C:16]=2[CH2:17]1)(=[O:23])[CH3:22]. The reactants are Br[C:2]1[CH:3]=[C:4]2[C:9](=[CH:10][CH:11]=1)[N:8]([C:12]1[C:16]3[CH2:17][N:18]([C:21](=[O:23])[CH3:22])[CH2:19][CH2:20][C:15]=3[N:14]([CH:24]3[CH2:29][CH2:28][O:27][CH2:26][CH2:25]3)[N:13]=1)[CH2:7][CH2:6][CH2:5]2.[CH3:30][NH:31][C:32](=[O:48])[C:33]1[CH:38]=[CH:37][C:36](B2OC(C)(C)C(C)(C)O2)=[CH:35][N:34]=1.C([O-])([O-])=O.[K+].[K+].ClCCl. The catalyst is O1CCOCC1.O.C1C=CC(P(C2C=CC=CC=2)[C-]2C=CC=C2)=CC=1.C1C=CC(P(C2C=CC=CC=2)[C-]2C=CC=C2)=CC=1.Cl[Pd]Cl.[Fe+2]. The yield is 0.260. (3) The reactants are [F:1][C:2]1[CH:27]=[CH:26][C:5]([O:6][C:7]2[CH:12]=[CH:11][CH:10]=[CH:9][C:8]=2[NH:13][C:14]([C:16]2[CH:25]=[CH:24][C:19]([C:20]([O:22][CH3:23])=[O:21])=[CH:18][CH:17]=2)=O)=[C:4]([O:28][CH3:29])[CH:3]=1. The catalyst is ClCCl.O. The product is [F:1][C:2]1[CH:3]=[C:4]([O:28][CH3:29])[C:5]2[O:6][C:7]3[CH:12]=[CH:11][CH:10]=[CH:9][C:8]=3[N:13]=[C:14]([C:16]3[CH:25]=[CH:24][C:19]([C:20]([O:22][CH3:23])=[O:21])=[CH:18][CH:17]=3)[C:26]=2[CH:27]=1. The yield is 0.0650. (4) The reactants are [CH:1]([C:4]1[CH:9]=[CH:8][C:7]([CH:10]2[C:14]3[C:15]([CH3:22])=[C:16]([NH2:21])[C:17]([CH3:20])=[C:18]([CH3:19])[C:13]=3[O:12][C:11]2([CH3:24])[CH3:23])=[CH:6][CH:5]=1)([CH3:3])[CH3:2].[CH3:25][O:26][C:27]1[CH:32]=[CH:31][C:30]([S:33](Cl)(=[O:35])=[O:34])=[CH:29][CH:28]=1.C(N(CC)CC)C. The catalyst is C(Cl)(Cl)Cl. The product is [CH:1]([C:4]1[CH:9]=[CH:8][C:7]([CH:10]2[C:14]3[C:15]([CH3:22])=[C:16]([NH:21][S:33]([C:30]4[CH:29]=[CH:28][C:27]([O:26][CH3:25])=[CH:32][CH:31]=4)(=[O:35])=[O:34])[C:17]([CH3:20])=[C:18]([CH3:19])[C:13]=3[O:12][C:11]2([CH3:24])[CH3:23])=[CH:6][CH:5]=1)([CH3:3])[CH3:2]. The yield is 0.340. (5) The reactants are [F:1][C:2]1[CH:3]=[C:4]([CH:10]=[CH:11][CH:12]=1)/[CH:5]=[CH:6]/[C:7]([OH:9])=[O:8].IC.[C:15](=O)([O-])[O-].[Cs+].[Cs+]. The catalyst is CC(C)=O.C(OCC)(=O)C. The product is [CH3:15][O:8][C:7](=[O:9])/[CH:6]=[CH:5]/[C:4]1[CH:10]=[CH:11][CH:12]=[C:2]([F:1])[CH:3]=1. The yield is 0.870. (6) The reactants are C(O/N=C(/[C:8]1[CH:13]=[CH:12][C:11]([Br:14])=[CH:10][C:9]=1O)\C)(=O)C.C([O:19][CH2:20][CH3:21])(=O)C.[N:22]1C=CC=CC=1. No catalyst specified. The product is [Br:14][C:11]1[CH:12]=[CH:13][C:8]2[C:9]([CH:10]=1)=[N:22][O:19][C:20]=2[CH3:21]. The yield is 0.680. (7) The reactants are F[C:2]1[CH:7]=[CH:6][CH:5]=[CH:4][C:3]=1[N+:8]([O-:10])=[O:9].[CH3:11][O:12][C:13]1[CH:19]=[CH:18][C:16]([NH2:17])=[CH:15][CH:14]=1. The catalyst is C(OCC)(=O)C. The product is [CH3:11][O:12][C:13]1[CH:19]=[CH:18][C:16]([NH:17][C:2]2[CH:7]=[CH:6][CH:5]=[CH:4][C:3]=2[N+:8]([O-:10])=[O:9])=[CH:15][CH:14]=1. The yield is 0.990. (8) The reactants are [CH:1]1([C:4]([NH:6][C:7]2[N:8]=[C:9]3[CH:14]=[CH:13][C:12]([O:15][C:16]4[CH:17]=[CH:18][C:19]([CH3:32])=[C:20]([NH:22][C:23]([C:25]5[N:29]([CH3:30])[N:28]=[C:27]([CH3:31])[CH:26]=5)=[O:24])[CH:21]=4)=[N:11][N:10]3[CH:33]=2)=[O:5])[CH2:3][CH2:2]1.O.[C:35]1([CH3:45])[CH:40]=[CH:39][C:38]([S:41]([OH:44])(=[O:43])=[O:42])=[CH:37][CH:36]=1. The catalyst is C(O)C. The product is [C:35]1([CH3:45])[CH:36]=[CH:37][C:38]([S:41]([OH:44])(=[O:42])=[O:43])=[CH:39][CH:40]=1.[CH:1]1([C:4]([NH:6][C:7]2[N:8]=[C:9]3[CH:14]=[CH:13][C:12]([O:15][C:16]4[CH:17]=[CH:18][C:19]([CH3:32])=[C:20]([NH:22][C:23]([C:25]5[N:29]([CH3:30])[N:28]=[C:27]([CH3:31])[CH:26]=5)=[O:24])[CH:21]=4)=[N:11][N:10]3[CH:33]=2)=[O:5])[CH2:3][CH2:2]1. The yield is 0.840. (9) The reactants are [Cl:1][C:2]1[CH:3]=[CH:4][C:5]([CH2:11][O:12][C:13]2[CH:18]=[CH:17][CH:16]=[CH:15][C:14]=2[Cl:19])=[C:6]([CH:10]=1)[C:7]([OH:9])=O.Cl.[NH2:21][C@H:22]([C:24]1[CH:33]=[CH:32][C:27]([C:28]([O:30][CH3:31])=[O:29])=[CH:26][CH:25]=1)[CH3:23].Cl.CN(C)CCCN=C=NCC.O.ON1C2C=CC=CC=2N=N1.C(N(CC)CC)C. The catalyst is ClCCl.O. The product is [Cl:1][C:2]1[CH:3]=[CH:4][C:5]([CH2:11][O:12][C:13]2[CH:18]=[CH:17][CH:16]=[CH:15][C:14]=2[Cl:19])=[C:6]([CH:10]=1)[C:7]([NH:21][C@H:22]([C:24]1[CH:33]=[CH:32][C:27]([C:28]([O:30][CH3:31])=[O:29])=[CH:26][CH:25]=1)[CH3:23])=[O:9]. The yield is 0.820.